This data is from Peptide-MHC class I binding affinity with 185,985 pairs from IEDB/IMGT. The task is: Regression. Given a peptide amino acid sequence and an MHC pseudo amino acid sequence, predict their binding affinity value. This is MHC class I binding data. (1) The binding affinity (normalized) is 0.0847. The MHC is HLA-A26:01 with pseudo-sequence HLA-A26:01. The peptide sequence is DPKKTGGPI. (2) The peptide sequence is ATDALMTGY. The MHC is HLA-A33:01 with pseudo-sequence HLA-A33:01. The binding affinity (normalized) is 0. (3) The peptide sequence is HLADQLIHQ. The MHC is HLA-A02:01 with pseudo-sequence HLA-A02:01. The binding affinity (normalized) is 0.187.